From a dataset of Forward reaction prediction with 1.9M reactions from USPTO patents (1976-2016). Predict the product of the given reaction. (1) The product is: [OH:15][C:8]1[CH:9]=[CH:10][CH:11]=[C:12]2[C:7]=1[CH2:6][CH:5]([C:3]([OH:4])=[O:2])[CH2:14][CH2:13]2. Given the reactants C[O:2][C:3]([CH:5]1[CH2:14][CH2:13][C:12]2[C:7](=[C:8]([O:15]C)[CH:9]=[CH:10][CH:11]=2)[CH2:6]1)=[O:4].B(Br)(Br)Br, predict the reaction product. (2) Given the reactants [CH3:1][C:2]1[N:7]=[CH:6][C:5]([NH2:8])=[CH:4][CH:3]=1.Cl.[N:10]([O-])=O.[Na+].[Cl:14][Sn]Cl, predict the reaction product. The product is: [ClH:14].[NH:8]([C:5]1[CH:4]=[CH:3][C:2]([CH3:1])=[N:7][CH:6]=1)[NH2:10].